This data is from Full USPTO retrosynthesis dataset with 1.9M reactions from patents (1976-2016). The task is: Predict the reactants needed to synthesize the given product. (1) Given the product [Cl:1][C:2]1[CH:3]=[CH:4][C:5]2[S:9][C:8]([S:10]([NH:16][C:17]3[C:18]([OH:26])=[C:19]([CH:23]=[CH:24][CH:25]=3)[C:20]([OH:22])=[O:21])(=[O:12])=[O:11])=[C:7]([CH3:14])[C:6]=2[CH:15]=1, predict the reactants needed to synthesize it. The reactants are: [Cl:1][C:2]1[CH:3]=[CH:4][C:5]2[S:9][C:8]([S:10](Cl)(=[O:12])=[O:11])=[C:7]([CH3:14])[C:6]=2[CH:15]=1.[NH2:16][C:17]1[CH:25]=[CH:24][CH:23]=[C:19]([C:20]([OH:22])=[O:21])[C:18]=1[OH:26]. (2) Given the product [Br:1][C:2]1[N:3]=[CH:4][C:5]([CH2:8][N:10]2[CH2:15][CH2:14][O:13][CH2:12][CH2:11]2)=[CH:6][CH:7]=1, predict the reactants needed to synthesize it. The reactants are: [Br:1][C:2]1[CH:7]=[CH:6][C:5]([CH:8]=O)=[CH:4][N:3]=1.[NH:10]1[CH2:15][CH2:14][O:13][CH2:12][CH2:11]1.C(O)(=O)C.C([BH3-])#N.[Na+].